The task is: Binary Classification. Given a drug SMILES string, predict its activity (active/inactive) in a high-throughput screening assay against a specified biological target.. This data is from HIV replication inhibition screening data with 41,000+ compounds from the AIDS Antiviral Screen. (1) The result is 0 (inactive). The molecule is CC(C(=O)O)c1cnn(-c2ccccc2)c1-n1cccc1. (2) The compound is COC1(OC)C=NN=C2NC=CN21. The result is 0 (inactive).